Dataset: Full USPTO retrosynthesis dataset with 1.9M reactions from patents (1976-2016). Task: Predict the reactants needed to synthesize the given product. (1) The reactants are: P([O-])(O)(O)=O.[Na+].P([O-])([O-])(O)=O.[Na+].[Na+].[CH2:14]([O:21][C:22]1[C:35]2[C:34](=[O:36])[C:33]3[C:28](=[CH:29][CH:30]=[CH:31][C:32]=3[O:37][CH2:38][C:39]3[CH:44]=[CH:43][CH:42]=[CH:41][CH:40]=3)[C:27](=[O:45])[C:26]=2[CH:25]=[C:24]([CH2:46][OH:47])[CH:23]=1)[C:15]1[CH:20]=[CH:19][CH:18]=[CH:17][CH:16]=1.Cl([O-])=[O:49].[Na+].Cl[O-].[Na+].P(=O)(O)(O)O. Given the product [CH2:14]([O:21][C:22]1[C:35]2[C:34](=[O:36])[C:33]3[C:28](=[CH:29][CH:30]=[CH:31][C:32]=3[O:37][CH2:38][C:39]3[CH:44]=[CH:43][CH:42]=[CH:41][CH:40]=3)[C:27](=[O:45])[C:26]=2[CH:25]=[C:24]([C:46]([OH:49])=[O:47])[CH:23]=1)[C:15]1[CH:16]=[CH:17][CH:18]=[CH:19][CH:20]=1, predict the reactants needed to synthesize it. (2) Given the product [Cl:1][C:2]1[CH:7]=[CH:6][C:5]([C:8]2([CH:12]3[C:24]4[NH:23][C:22]5[C:17](=[CH:18][CH:19]=[CH:20][CH:21]=5)[C:16]=4[CH2:15][CH2:14][N:13]3[C:32]([O:34][C:35]([CH3:38])([CH3:37])[CH3:36])=[O:33])[CH2:11][CH2:10][CH2:9]2)=[CH:4][CH:3]=1, predict the reactants needed to synthesize it. The reactants are: [Cl:1][C:2]1[CH:7]=[CH:6][C:5]([C:8]2([CH:12]3[C:24]4[NH:23][C:22]5[C:17](=[CH:18][CH:19]=[CH:20][CH:21]=5)[C:16]=4[CH2:15][CH2:14][NH:13]3)[CH2:11][CH2:10][CH2:9]2)=[CH:4][CH:3]=1.C(N(CC)CC)C.[C:32](O[C:32]([O:34][C:35]([CH3:38])([CH3:37])[CH3:36])=[O:33])([O:34][C:35]([CH3:38])([CH3:37])[CH3:36])=[O:33]. (3) Given the product [CH3:1][O:2][C:3](=[O:20])[C:4]1[CH:9]=[CH:8][C:7]([O:10][C:11]2[CH:16]=[CH:15][C:14]([O:17][CH3:18])=[CH:13][CH:12]=2)=[CH:6][C:5]=1[CH2:19][Br:21], predict the reactants needed to synthesize it. The reactants are: [CH3:1][O:2][C:3](=[O:20])[C:4]1[CH:9]=[CH:8][C:7]([O:10][C:11]2[CH:16]=[CH:15][C:14]([O:17][CH3:18])=[CH:13][CH:12]=2)=[CH:6][C:5]=1[CH3:19].[Br:21]N1C(=O)CCC1=O.C(Cl)(Cl)(Cl)Cl.C(OOC(=O)C1C=CC=CC=1)(=O)C1C=CC=CC=1. (4) Given the product [O:27]1[CH2:28][CH2:29][N:30]([CH:33]([C:37]2[CH:42]=[CH:41][CH:40]=[CH:39][CH:38]=2)[C:34]([O:36][C@@H:45]2[CH:46]3[CH2:49][CH2:50][N:43]([CH2:48][CH2:47]3)[CH2:44]2)=[O:35])[CH2:31][CH2:32]1, predict the reactants needed to synthesize it. The reactants are: C1CCC(N=C=NC2CCCCC2)CC1.C1C=CC2N(O)N=NC=2C=1.Cl.[O:27]1[CH2:32][CH2:31][N:30]([CH:33]([C:37]2[CH:42]=[CH:41][CH:40]=[CH:39][CH:38]=2)[C:34]([OH:36])=[O:35])[CH2:29][CH2:28]1.[N:43]12[CH2:50][CH2:49][CH:46]([CH2:47][CH2:48]1)[C@@H:45](O)[CH2:44]2. (5) The reactants are: [CH3:1][O:2][C:3]1[C:4]([NH2:10])=[N:5][CH:6]=[C:7]([CH3:9])[N:8]=1.[Cl:11][C:12]1[CH:17]=[C:16]([Cl:18])[CH:15]=[CH:14][C:13]=1[S:19](Cl)(=[O:21])=[O:20]. Given the product [Cl:11][C:12]1[CH:17]=[C:16]([Cl:18])[CH:15]=[CH:14][C:13]=1[S:19]([NH:10][C:4]1[C:3]([O:2][CH3:1])=[N:8][C:7]([CH3:9])=[CH:6][N:5]=1)(=[O:21])=[O:20], predict the reactants needed to synthesize it. (6) Given the product [OH:4][C@@H:3]([CH3:5])[C@@H:2]([NH:1][C:23]([O:22][CH2:14][CH2:15][C:16]1[CH:21]=[CH:20][CH:19]=[CH:18][CH:17]=1)=[O:24])[C:6]([OH:8])=[O:7], predict the reactants needed to synthesize it. The reactants are: [NH2:1][C@@H:2]([C:6]([OH:8])=[O:7])[C@H:3]([CH3:5])[OH:4].C([O-])(O)=O.[Na+].[CH2:14]([O:22][C:23](N1C=CC=CC1=O)=[O:24])[CH2:15][C:16]1[CH:21]=[CH:20][CH:19]=[CH:18][CH:17]=1. (7) Given the product [CH:49]([C:52]1[C:60]2[C:55](=[N:56][CH:57]=[CH:58][C:59]=2[C:61]2[CH:62]=[N:63][C:64]3[C:69]([CH:70]=2)=[CH:68][CH:67]=[CH:66][CH:65]=3)[N:54]([C:71]2[CH:78]=[CH:77][C:74]([C:75]([NH2:76])=[O:37])=[C:73]([NH:79][CH2:80][CH2:81][N:82]3[CH2:83][CH2:84][O:85][CH2:86][CH2:87]3)[CH:72]=2)[N:53]=1)([CH3:51])[CH3:50], predict the reactants needed to synthesize it. The reactants are: C(C1C2C(=NC=CC=2C2C=NC3C(C=2)=CC=CC=3)N(C2C(NCCN3CC[O:37]CC3)=C(C=CC=2)C#N)N=1)(C)C.O1CCN(CCN)CC1.[CH:49]([C:52]1[C:60]2[C:55](=[N:56][CH:57]=[CH:58][C:59]=2[C:61]2[CH:62]=[N:63][C:64]3[C:69]([CH:70]=2)=[CH:68][CH:67]=[CH:66][CH:65]=3)[N:54]([C:71]2[CH:78]=[CH:77][C:74]([C:75]#[N:76])=[C:73]([NH:79][CH2:80][CH2:81][N:82]3[CH2:87][CH2:86][O:85][CH2:84][CH2:83]3)[CH:72]=2)[N:53]=1)([CH3:51])[CH3:50]. (8) Given the product [CH2:26]([NH:33][C:34](=[O:35])[O:18][C:15]1[CH:16]=[C:17]2[C:12]([CH2:11][CH2:10][CH2:9][N:8]2[CH2:1][C:2]2[CH:3]=[CH:4][CH:5]=[CH:6][CH:7]=2)=[CH:13][CH:14]=1)[CH2:27][CH2:28][CH2:29][CH2:30][CH2:31][CH3:32], predict the reactants needed to synthesize it. The reactants are: [CH2:1]([N:8]1[C:17]2[C:12](=[CH:13][CH:14]=[C:15]([OH:18])[CH:16]=2)[CH2:11][CH2:10][CH2:9]1)[C:2]1[CH:7]=[CH:6][CH:5]=[CH:4][CH:3]=1.C(N(CC)CC)C.[CH2:26]([N:33]=[C:34]=[O:35])[CH2:27][CH2:28][CH2:29][CH2:30][CH2:31][CH3:32]. (9) Given the product [CH2:9]([O:11][C:12]1[NH:1][C:2]2=[N:3][CH:4]=[CH:5][CH:6]=[C:7]2[N:8]=1)[CH3:10], predict the reactants needed to synthesize it. The reactants are: [NH2:1][C:2]1[C:7]([NH2:8])=[CH:6][CH:5]=[CH:4][N:3]=1.[CH2:9]([O:11][C:12](OCC)(OCC)OCC)[CH3:10]. (10) Given the product [CH3:1][C:2]1[O:6][C:5]([C:7]([NH:9][C:10]([C:13]2[N:19]([CH3:20])[C:17](=[O:18])[C:16]([OH:21])=[C:15]([C:22]([NH:24][CH2:25][C:26]3[CH:27]=[CH:28][C:29]([F:32])=[CH:30][CH:31]=3)=[O:23])[N:14]=2)([CH3:12])[CH3:11])=[O:8])=[N:4][N:3]=1.[Ba:36], predict the reactants needed to synthesize it. The reactants are: [CH3:1][C:2]1[O:6][C:5]([C:7]([NH:9][C:10]([C:13]2[N:19]([CH3:20])[C:17](=[O:18])[C:16]([OH:21])=[C:15]([C:22]([NH:24][CH2:25][C:26]3[CH:27]=[CH:28][C:29]([F:32])=[CH:30][CH:31]=3)=[O:23])[N:14]=2)([CH3:12])[CH3:11])=[O:8])=[N:4][N:3]=1.CO.[OH-].[Ba+2:36].[OH-].